From a dataset of Full USPTO retrosynthesis dataset with 1.9M reactions from patents (1976-2016). Predict the reactants needed to synthesize the given product. (1) Given the product [S:24]1[CH:28]=[CH:27][C:26]([C:2]2[CH:3]=[C:4]([C:20]([F:23])([F:22])[F:21])[C:5]3[CH:6]=[CH:7][C:8]4[N:9]([CH:12]=[C:13]([C:15]5[O:16][CH:17]=[N:18][N:19]=5)[N:14]=4)[C:10]=3[N:11]=2)=[CH:25]1, predict the reactants needed to synthesize it. The reactants are: Cl[C:2]1[CH:3]=[C:4]([C:20]([F:23])([F:22])[F:21])[C:5]2[CH:6]=[CH:7][C:8]3[N:9]([CH:12]=[C:13]([C:15]4[O:16][CH:17]=[N:18][N:19]=4)[N:14]=3)[C:10]=2[N:11]=1.[S:24]1[CH:28]=[CH:27][C:26](B(O)O)=[CH:25]1.C([O-])([O-])=O.[Na+].[Na+]. (2) Given the product [NH2:20][C:21]1[O:22][CH2:23][C@:24]2([N:47]=1)[C:37]1[CH:36]=[C:35]([C:6]3[CH:11]=[N:10][CH:9]=[CH:8][N:7]=3)[CH:34]=[CH:33][C:32]=1[O:31][C:30]1[C:25]2=[CH:26][C:27]([O:40][CH2:41][C:42]([CH3:45])([CH3:46])[C:43]#[N:44])=[CH:28][C:29]=1[F:39], predict the reactants needed to synthesize it. The reactants are: C([Sn](CCCC)(CCCC)[C:6]1[CH:11]=[N:10][CH:9]=[CH:8][N:7]=1)CCC.[NH2:20][C:21]1[O:22][CH2:23][C@:24]2([N:47]=1)[C:37]1[CH:36]=[C:35](Br)[CH:34]=[CH:33][C:32]=1[O:31][C:30]1[C:25]2=[CH:26][C:27]([O:40][CH2:41][C:42]([CH3:46])([CH3:45])[C:43]#[N:44])=[CH:28][C:29]=1[F:39].